This data is from Catalyst prediction with 721,799 reactions and 888 catalyst types from USPTO. The task is: Predict which catalyst facilitates the given reaction. (1) Reactant: [NH2:1][CH2:2][CH2:3][CH2:4][OH:5].[CH3:6][O:7][C:8]1[CH:15]=[CH:14][C:11]([CH:12]=O)=[CH:10][CH:9]=1.[BH4-].[Na+].Cl. Product: [CH3:6][O:7][C:8]1[CH:15]=[CH:14][C:11]([CH2:12][NH:1][CH2:2][CH2:3][CH2:4][OH:5])=[CH:10][CH:9]=1. The catalyst class is: 130. (2) Reactant: C([O:4][CH2:5][C:6]1[C:7]2[S:15][CH:14]=[C:13]([Br:16])[C:8]=2[C:9](Cl)=[N:10][CH:11]=1)(=O)C.[NH4+:17].[OH-]. Product: [NH2:17][C:9]1[C:8]2[C:13]([Br:16])=[CH:14][S:15][C:7]=2[C:6]([CH2:5][OH:4])=[CH:11][N:10]=1. The catalyst class is: 12. (3) Reactant: [Si:1]([O:8][C@@H:9]1[CH2:14][CH2:13][C@H:12]([OH:15])[C@@H:11]([C:16]2[N:20]([CH3:21])[N:19]=[CH:18][CH:17]=2)[CH2:10]1)([C:4]([CH3:7])([CH3:6])[CH3:5])([CH3:3])[CH3:2].C(N(CC)CC)C.[C:29](Cl)(=[O:36])[C:30]1[CH:35]=[CH:34][CH:33]=[CH:32][CH:31]=1. Product: [C:29]([O:15][C@H:12]1[CH2:13][CH2:14][C@@H:9]([O:8][Si:1]([C:4]([CH3:7])([CH3:5])[CH3:6])([CH3:2])[CH3:3])[CH2:10][C@@H:11]1[C:16]1[N:20]([CH3:21])[N:19]=[CH:18][CH:17]=1)(=[O:36])[C:30]1[CH:35]=[CH:34][CH:33]=[CH:32][CH:31]=1. The catalyst class is: 4. (4) Reactant: C([O:3][C:4]([C:6]1[C:7]([OH:37])([C:31]2[CH:36]=[CH:35][CH:34]=[CH:33][CH:32]=2)[C:8]2[C:13]([C:14]=1[C:15]1[CH:20]=[CH:19][CH:18]=[CH:17][CH:16]=1)=[CH:12][CH:11]=[C:10]([O:21][CH2:22][CH2:23][CH2:24][C:25]1[CH:30]=[CH:29][CH:28]=[CH:27][CH:26]=1)[CH:9]=2)=[O:5])C.[OH-].[Na+]. Product: [OH:37][C:7]1([C:31]2[CH:32]=[CH:33][CH:34]=[CH:35][CH:36]=2)[C:8]2[C:13](=[CH:12][CH:11]=[C:10]([O:21][CH2:22][CH2:23][CH2:24][C:25]3[CH:30]=[CH:29][CH:28]=[CH:27][CH:26]=3)[CH:9]=2)[C:14]([C:15]2[CH:16]=[CH:17][CH:18]=[CH:19][CH:20]=2)=[C:6]1[C:4]([OH:5])=[O:3]. The catalyst class is: 219. (5) The catalyst class is: 21. Product: [C:7]([CH2:6][C:5]1[CH:9]=[CH:10][C:2]([O:1][CH2:18][C:19]#[N:20])=[CH:3][CH:4]=1)#[N:8]. Reactant: [OH:1][C:2]1[CH:10]=[CH:9][C:5]([CH2:6][C:7]#[N:8])=[CH:4][CH:3]=1.C(=O)([O-])[O-].[K+].[K+].Br[CH2:18][C:19]#[N:20].